This data is from Reaction yield outcomes from USPTO patents with 853,638 reactions. The task is: Predict the reaction yield, written as a fraction of the theoretical maximum amount of product (1.0 means a 100% yield; for example, 0.34 means a 34% yield). The reactants are [Cl:1][C:2]1[CH:7]=[C:6](I)[CH:5]=[C:4]([Cl:9])[C:3]=1[CH3:10].CC([O-])=O.[K+].[B:16]1([B:16]2[O:20][C:19]([CH3:22])([CH3:21])[C:18]([CH3:24])([CH3:23])[O:17]2)[O:20][C:19]([CH3:22])([CH3:21])[C:18]([CH3:24])([CH3:23])[O:17]1. The catalyst is CN(C=O)C.C1C=CC(P(C2C=CC=CC=2)[C-]2C=CC=C2)=CC=1.C1C=CC(P(C2C=CC=CC=2)[C-]2C=CC=C2)=CC=1.Cl[Pd]Cl.[Fe+2]. The product is [Cl:1][C:2]1[CH:7]=[C:6]([B:16]2[O:20][C:19]([CH3:22])([CH3:21])[C:18]([CH3:24])([CH3:23])[O:17]2)[CH:5]=[C:4]([Cl:9])[C:3]=1[CH3:10]. The yield is 0.620.